The task is: Predict the reaction yield, written as a fraction of the theoretical maximum amount of product (1.0 means a 100% yield; for example, 0.34 means a 34% yield).. This data is from Reaction yield outcomes from USPTO patents with 853,638 reactions. (1) The reactants are Cl[C:2]1[O:3][C:4]([CH2:14][CH2:15][CH2:16][O:17][C:18]2[CH:23]=[CH:22][CH:21]=[CH:20][C:19]=2[O:24][CH3:25])=[C:5]([C:7]2[CH:12]=[CH:11][C:10]([Cl:13])=[CH:9][CH:8]=2)[N:6]=1.[NH:26]1[CH2:36][CH2:35][CH:29]([C:30]([O:32][CH2:33][CH3:34])=[O:31])[CH2:28][CH2:27]1.CC(=O)CC. The catalyst is C(OCC)(=O)C. The product is [Cl:13][C:10]1[CH:11]=[CH:12][C:7]([C:5]2[N:6]=[C:2]([N:26]3[CH2:27][CH2:28][CH:29]([C:30]([O:32][CH2:33][CH3:34])=[O:31])[CH2:35][CH2:36]3)[O:3][C:4]=2[CH2:14][CH2:15][CH2:16][O:17][C:18]2[CH:23]=[CH:22][CH:21]=[CH:20][C:19]=2[O:24][CH3:25])=[CH:8][CH:9]=1. The yield is 0.690. (2) The reactants are C([O:8][C@H:9]1[CH2:14][CH2:13][CH2:12][CH2:11][C@@H:10]1[NH:15][C:16]1[CH:24]=[C:23]([N:25]2[C:33]3[CH2:32][C:31]([CH3:35])([CH3:34])[CH2:30][C:29](=[O:36])[C:28]=3[C:27]([CH3:37])=[N:26]2)[CH:22]=[CH:21][C:17]=1[C:18]([NH2:20])=[O:19])C1C=CC=CC=1. The catalyst is CO.[Pd]. The product is [OH:8][C@H:9]1[CH2:14][CH2:13][CH2:12][CH2:11][C@@H:10]1[NH:15][C:16]1[CH:24]=[C:23]([N:25]2[C:33]3[CH2:32][C:31]([CH3:34])([CH3:35])[CH2:30][C:29](=[O:36])[C:28]=3[C:27]([CH3:37])=[N:26]2)[CH:22]=[CH:21][C:17]=1[C:18]([NH2:20])=[O:19]. The yield is 0.550. (3) The reactants are Cl.[CH3:2][NH:3][CH2:4][CH2:5][C:6]([C:8]1[S:9][CH:10]=[CH:11][CH:12]=1)=[O:7].C(O)C.[OH-].[Na+].[Na]. The catalyst is O.CC(C)=O. The product is [CH3:2][NH:3][CH2:4][CH2:5][CH:6]([C:8]1[S:9][CH:10]=[CH:11][CH:12]=1)[OH:7]. The yield is 0.840. (4) The product is [CH3:23][N:3]1[C:4]2[C:9](=[CH:8][CH:7]=[CH:6][N:5]=2)[CH:10]=[C:11]([C:12]([O:14][CH2:15][CH3:16])=[O:13])[C:2]1=[O:1]. The reactants are [O:1]=[C:2]1[C:11]([C:12]([O:14][CH2:15][CH3:16])=[O:13])=[CH:10][C:9]2[C:4](=[N:5][CH:6]=[CH:7][CH:8]=2)[NH:3]1.[H-].[Na+].[Br-].[Li+].IC.[C:23](O)(=O)CC(CC(O)=O)(C(O)=O)O. The catalyst is CN(C)C=O.COCCOC. The yield is 0.710.